Dataset: Forward reaction prediction with 1.9M reactions from USPTO patents (1976-2016). Task: Predict the product of the given reaction. (1) Given the reactants [I:1][CH2:2][C:3]1[N:4]=[C:5]([C:14]2[CH:19]=[CH:18][C:17](C)=[CH:16][CH:15]=2)[O:6][C:7]=1[C:8]1[CH:13]=CC=CC=1.CC(=NO)C(=O)CC.[F:29][C:30]([F:40])([F:39])C1C=C(C=CC=1)C=O, predict the reaction product. The product is: [CH2:8]([C:7]1[O:6][C:5]([C:14]2[CH:15]=[CH:16][CH:17]=[C:18]([C:30]([F:40])([F:39])[F:29])[CH:19]=2)=[N:4][C:3]=1[CH2:2][I:1])[CH3:13]. (2) Given the reactants [CH3:1][O:2][C:3]1[CH:8]=[CH:7][C:6]([N:9]2[C:13]3[C:14](=[O:18])[NH:15][CH2:16][CH2:17][C:12]=3[C:11]([C:19]([F:22])([F:21])[F:20])=[N:10]2)=[CH:5][CH:4]=1.[C:23]([O-:26])([O-])=[O:24].[K+].[K+].N1[C:42]2[C:33](=[CH:34][CH:35]=[C:36]3[C:41]=2N=[CH:39][CH:38]=[CH:37]3)C=CC=1.Cl.[CH3:44]S(C)=O, predict the reaction product. The product is: [CH3:1][O:2][C:3]1[CH:4]=[CH:5][C:6]([N:9]2[C:13]3[C:14](=[O:18])[N:15]([C:33]4[CH:34]=[CH:35][C:36]([C:37]5([C:23]([OH:26])=[O:24])[CH2:38][CH2:39][CH2:44]5)=[CH:41][CH:42]=4)[CH2:16][CH2:17][C:12]=3[C:11]([C:19]([F:22])([F:20])[F:21])=[N:10]2)=[CH:7][CH:8]=1.